Dataset: Peptide-MHC class I binding affinity with 185,985 pairs from IEDB/IMGT. Task: Regression. Given a peptide amino acid sequence and an MHC pseudo amino acid sequence, predict their binding affinity value. This is MHC class I binding data. (1) The binding affinity (normalized) is 0.0847. The peptide sequence is DAAAPLPPV. The MHC is HLA-A02:12 with pseudo-sequence HLA-A02:12. (2) The peptide sequence is ITLTNRDSM. The MHC is H-2-Db with pseudo-sequence H-2-Db. The binding affinity (normalized) is 0.720. (3) The peptide sequence is MQQSGDEAF. The MHC is HLA-A31:01 with pseudo-sequence HLA-A31:01. The binding affinity (normalized) is 0.0847. (4) The peptide sequence is ERYFRINSL. The MHC is Mamu-B08 with pseudo-sequence Mamu-B08. The binding affinity (normalized) is 0.355. (5) The peptide sequence is IRFAKTFGW. The MHC is Mamu-B17 with pseudo-sequence Mamu-B17. The binding affinity (normalized) is 0.797. (6) The peptide sequence is ELVMDKNHAI. The MHC is HLA-A68:02 with pseudo-sequence HLA-A68:02. The binding affinity (normalized) is 0.0870. (7) The peptide sequence is LQIVRFTDY. The MHC is HLA-A68:02 with pseudo-sequence HLA-A68:02. The binding affinity (normalized) is 0.0847.